This data is from Reaction yield outcomes from USPTO patents with 853,638 reactions. The task is: Predict the reaction yield, written as a fraction of the theoretical maximum amount of product (1.0 means a 100% yield; for example, 0.34 means a 34% yield). (1) The reactants are [N+:1]([C:4]1[CH:9]=[CH:8][C:7]([C:10]2[N:11]=[C:12]3[C:18]4[CH:19]=[CH:20][CH:21]=[CH:22][C:17]=4[NH:16][C:15]4[N:23]=[CH:24][CH:25]=[CH:26][C:14]=4[N:13]3[C:27]=2[C:28]2[CH:33]=[CH:32][C:31]([C:34]3([NH:38][C:39](=[O:45])[O:40][C:41]([CH3:44])([CH3:43])[CH3:42])[CH2:37][CH2:36][CH2:35]3)=[CH:30][CH:29]=2)=[CH:6][CH:5]=1)([O-])=O. The catalyst is CO.[Pd]. The product is [NH2:1][C:4]1[CH:5]=[CH:6][C:7]([C:10]2[N:11]=[C:12]3[C:18]4[CH:19]=[CH:20][CH:21]=[CH:22][C:17]=4[NH:16][C:15]4[N:23]=[CH:24][CH:25]=[CH:26][C:14]=4[N:13]3[C:27]=2[C:28]2[CH:33]=[CH:32][C:31]([C:34]3([NH:38][C:39](=[O:45])[O:40][C:41]([CH3:43])([CH3:42])[CH3:44])[CH2:35][CH2:36][CH2:37]3)=[CH:30][CH:29]=2)=[CH:8][CH:9]=1. The yield is 0.655. (2) The reactants are C(NC(C)C)(C)C.C([Li])CCC.[Cl:13][C:14]1[CH:15]=[CH:16][C:17]([F:20])=[N:18][CH:19]=1.N1(C=O)CC[O:24][CH2:23]C1. The catalyst is C1COCC1. The product is [Cl:13][C:14]1[CH:19]=[N:18][C:17]([F:20])=[C:16]([CH:15]=1)[CH:23]=[O:24]. The yield is 0.740.